The task is: Regression. Given two drug SMILES strings and cell line genomic features, predict the synergy score measuring deviation from expected non-interaction effect.. This data is from NCI-60 drug combinations with 297,098 pairs across 59 cell lines. Drug 1: C1C(C(OC1N2C=NC3=C2NC=NCC3O)CO)O. Drug 2: COCCOC1=C(C=C2C(=C1)C(=NC=N2)NC3=CC=CC(=C3)C#C)OCCOC.Cl. Cell line: LOX IMVI. Synergy scores: CSS=2.93, Synergy_ZIP=-0.118, Synergy_Bliss=-4.18, Synergy_Loewe=0.0647, Synergy_HSA=-4.88.